This data is from Full USPTO retrosynthesis dataset with 1.9M reactions from patents (1976-2016). The task is: Predict the reactants needed to synthesize the given product. (1) The reactants are: [CH3:1][O:2][C:3]1[CH:4]=[C:5]([CH:21]=[CH:22][C:23]=1[O:24][CH3:25])[CH2:6][CH:7]1[C:16]2[C:11](=[C:12]([O:19][CH3:20])[CH:13]=[CH:14][C:15]=2[O:17][CH3:18])[CH2:10][CH2:9][NH:8]1.Br[CH2:27][C:28](Br)=[O:29].[N:31]1[CH:36]=[CH:35][CH:34]=[C:33]([CH2:37][NH2:38])[CH:32]=1. Given the product [CH3:1][O:2][C:3]1[CH:4]=[C:5]([CH:21]=[CH:22][C:23]=1[O:24][CH3:25])[CH2:6][CH:7]1[C:16]2[C:11](=[C:12]([O:19][CH3:20])[CH:13]=[CH:14][C:15]=2[O:17][CH3:18])[CH2:10][CH2:9][N:8]1[CH2:27][C:28]([NH:38][CH2:37][C:33]1[CH:32]=[N:31][CH:36]=[CH:35][CH:34]=1)=[O:29], predict the reactants needed to synthesize it. (2) Given the product [OH:13][C:14]1[CH:20]=[CH:19][C:17]([NH:18][C:22]2[CH:30]=[C:29]([F:31])[C:28]([F:32])=[CH:27][C:23]=2[C:24]([OH:26])=[O:25])=[CH:16][CH:15]=1, predict the reactants needed to synthesize it. The reactants are: [Li]CCCC.C(NC(C)C)(C)C.[OH:13][C:14]1[CH:20]=[CH:19][C:17]([NH2:18])=[CH:16][CH:15]=1.F[C:22]1[CH:30]=[C:29]([F:31])[C:28]([F:32])=[CH:27][C:23]=1[C:24]([OH:26])=[O:25]. (3) The reactants are: [CH2:1]([O:3][C:4](=[O:9])[C:5](Br)([CH3:7])[CH3:6])[CH3:2].[C:10]([O:14][C:15]([N:17]1[CH2:22][CH2:21][NH:20][CH2:19][CH2:18]1)=[O:16])([CH3:13])([CH3:12])[CH3:11].C(=O)([O-])[O-].[K+].[K+]. Given the product [C:10]([O:14][C:15]([N:17]1[CH2:22][CH2:21][N:20]([C:5]([C:4]([O:3][CH2:1][CH3:2])=[O:9])([CH3:7])[CH3:6])[CH2:19][CH2:18]1)=[O:16])([CH3:13])([CH3:11])[CH3:12], predict the reactants needed to synthesize it. (4) Given the product [F:51][C:52]1[CH:53]=[C:54]2[C:58](=[CH:59][CH:60]=1)[N:57]([NH:61][C:8]([C:7]1[C:2]([CH3:1])=[N:3][C:4]([C:11]3[CH:12]=[N:13][CH:14]=[CH:15][CH:16]=3)=[N:5][CH:6]=1)=[O:10])[C:56]([CH3:62])=[CH:55]2, predict the reactants needed to synthesize it. The reactants are: [CH3:1][C:2]1[C:7]([C:8]([OH:10])=O)=[CH:6][N:5]=[C:4]([C:11]2[CH:12]=[N:13][CH:14]=[CH:15][CH:16]=2)[N:3]=1.CN(C(ON1N=NC2C=CC(=CC1=2)Cl)=[N+](C)C)C.F[P-](F)(F)(F)(F)F.CCN(C(C)C)C(C)C.[F:51][C:52]1[CH:53]=[C:54]2[C:58](=[CH:59][CH:60]=1)[N:57]([NH2:61])[C:56]([CH3:62])=[CH:55]2.